From a dataset of Reaction yield outcomes from USPTO patents with 853,638 reactions. Predict the reaction yield, written as a fraction of the theoretical maximum amount of product (1.0 means a 100% yield; for example, 0.34 means a 34% yield). (1) The reactants are [CH2:1]([N:5]([C:15]1[S:16][C:17]([C:20]2[CH:25]=[C:24]([CH3:26])[C:23]([O:27]C)=[C:22]([CH3:29])[CH:21]=2)=[N:18][N:19]=1)[C:6](=[O:14])[C:7]1[CH:12]=[CH:11][CH:10]=[CH:9][C:8]=1[Cl:13])[CH2:2][CH2:3][CH3:4].B(Br)(Br)Br.ClCCl. No catalyst specified. The product is [CH2:1]([N:5]([C:15]1[S:16][C:17]([C:20]2[CH:25]=[C:24]([CH3:26])[C:23]([OH:27])=[C:22]([CH3:29])[CH:21]=2)=[N:18][N:19]=1)[C:6](=[O:14])[C:7]1[CH:12]=[CH:11][CH:10]=[CH:9][C:8]=1[Cl:13])[CH2:2][CH2:3][CH3:4]. The yield is 0.700. (2) The reactants are C([O:3][C:4](=[O:38])[C:5]([CH3:37])([C:30]1[CH:35]=[CH:34][C:33]([CH3:36])=[CH:32][CH:31]=1)[CH2:6][CH2:7][CH2:8][CH2:9][C:10](=[O:29])[CH2:11][CH2:12][CH2:13][CH2:14][C:15]([CH3:28])([C:21]1[CH:26]=[CH:25][C:24]([CH3:27])=[CH:23][CH:22]=1)[C:16]([O:18]CC)=[O:17])C.[OH-].[K+]. The catalyst is O.C(O)C. The product is [CH3:28][C:15]([C:21]1[CH:26]=[CH:25][C:24]([CH3:27])=[CH:23][CH:22]=1)([CH2:14][CH2:13][CH2:12][CH2:11][C:10](=[O:29])[CH2:9][CH2:8][CH2:7][CH2:6][C:5]([CH3:37])([C:30]1[CH:31]=[CH:32][C:33]([CH3:36])=[CH:34][CH:35]=1)[C:4]([OH:38])=[O:3])[C:16]([OH:18])=[O:17]. The yield is 0.388. (3) The reactants are C([N:8]([CH2:18][C:19]1C=CC=CC=1)[CH2:9][C:10]([F:17])([F:16])[C:11]([O:13][CH2:14][CH3:15])=[O:12])C1C=CC=CC=1.F[C:26](F)(F)C(O)=O.CC(C)=O.C([O-])(=O)C.[Na+].[BH-](OC(C)=O)(OC(C)=O)OC(C)=O.[Na+].[OH-].[Na+]. The catalyst is CCO.[Cl-].[Na+].O.[OH-].[OH-].[Pd+2]. The product is [F:17][C:10]([F:16])([CH2:9][NH:8][CH:18]([CH3:19])[CH3:26])[C:11]([O:13][CH2:14][CH3:15])=[O:12]. The yield is 0.540. (4) The reactants are Cl[C:2]1[N:11]=[C:10]([NH:12][CH3:13])[C:9]2[C:4](=[CH:5][CH:6]=[CH:7][CH:8]=2)[N:3]=1.NC(N)=[S:16].C(O)=O.[OH-].[Na+]. The catalyst is C(O)C. The product is [CH3:13][NH:12][C:10]1[C:9]2[C:4](=[CH:5][CH:6]=[CH:7][CH:8]=2)[NH:3][C:2](=[S:16])[N:11]=1. The yield is 0.180. (5) The reactants are [CH2:1]([O:8][C:9]1[C:13]([CH:14]([CH:16]2[CH2:21][CH2:20][CH2:19][CH2:18][CH2:17]2)O)=[CH:12][N:11]([C:22]2[CH:27]=[CH:26][CH:25]=[CH:24][CH:23]=2)[N:10]=1)[C:2]1[CH:7]=[CH:6][CH:5]=[CH:4][CH:3]=1.[NH2:28][C:29]1[CH:34]=[CH:33][C:32]([C:35]([NH:37][CH2:38][CH2:39][C:40]([O:42]CC)=[O:41])=[O:36])=[CH:31][CH:30]=1. No catalyst specified. The product is [CH2:1]([O:8][C:9]1[C:13]([CH:14]([NH:28][C:29]2[CH:30]=[CH:31][C:32]([C:35]([NH:37][CH2:38][CH2:39][C:40]([OH:42])=[O:41])=[O:36])=[CH:33][CH:34]=2)[CH:16]2[CH2:21][CH2:20][CH2:19][CH2:18][CH2:17]2)=[CH:12][N:11]([C:22]2[CH:27]=[CH:26][CH:25]=[CH:24][CH:23]=2)[N:10]=1)[C:2]1[CH:7]=[CH:6][CH:5]=[CH:4][CH:3]=1. The yield is 0.430. (6) No catalyst specified. The reactants are C[O:2][C:3]1[C:8]([NH2:9])=[CH:7][CH:6]=[CH:5][C:4]=1[C:10]1[S:11][C:12]([CH3:18])=[C:13]([C:15]([OH:17])=[O:16])[N:14]=1.[BrH:19]. The product is [BrH:19].[OH:2][C:3]1[C:8]([NH2:9])=[CH:7][CH:6]=[CH:5][C:4]=1[C:10]1[S:11][C:12]([CH3:18])=[C:13]([C:15]([OH:17])=[O:16])[N:14]=1. The yield is 0.640. (7) The reactants are [CH3:1][O:2][C:3]1[CH:8]=[CH:7][C:6]([NH:9][C:10]2[CH:15]=[CH:14][CH:13]=[CH:12][C:11]=2[NH:16][C:17](=O)[C:18]2[CH:23]=[CH:22][CH:21]=[CH:20][C:19]=2[CH3:24])=[C:5]([CH3:26])[CH:4]=1.Cl.O1CCOCC1.C(=O)(O)[O-].[Na+]. The catalyst is CO. The product is [CH3:1][O:2][C:3]1[CH:8]=[CH:7][C:6]([N:9]2[C:10]3[CH:15]=[CH:14][CH:13]=[CH:12][C:11]=3[N:16]=[C:17]2[C:18]2[CH:23]=[CH:22][CH:21]=[CH:20][C:19]=2[CH3:24])=[C:5]([CH3:26])[CH:4]=1. The yield is 0.490.